Dataset: Full USPTO retrosynthesis dataset with 1.9M reactions from patents (1976-2016). Task: Predict the reactants needed to synthesize the given product. (1) Given the product [Br:20][CH2:12][C:7]1[CH:6]=[CH:5][C:4]([F:3])=[CH:11][C:8]=1[C:9]#[N:10], predict the reactants needed to synthesize it. The reactants are: N#N.[F:3][C:4]1[CH:5]=[CH:6][C:7]([CH3:12])=[C:8]([CH:11]=1)[C:9]#[N:10].C1C(=O)N([Br:20])C(=O)C1.CC(N=NC(C#N)(C)C)(C#N)C. (2) Given the product [CH2:19]([NH:23][C:24]([NH:1][C:2]1[C:3]([CH3:18])=[CH:4][C:5]([CH3:17])=[C:6]2[C:10]=1[N:9]([CH2:11][CH2:12][CH2:13][CH2:14][CH2:15][CH3:16])[CH2:8][CH2:7]2)=[O:25])[CH2:20][CH2:21][CH3:22], predict the reactants needed to synthesize it. The reactants are: [NH2:1][C:2]1[C:3]([CH3:18])=[CH:4][C:5]([CH3:17])=[C:6]2[C:10]=1[N:9]([CH2:11][CH2:12][CH2:13][CH2:14][CH2:15][CH3:16])[CH2:8][CH2:7]2.[CH2:19]([N:23]=[C:24]=[O:25])[CH2:20][CH2:21][CH3:22].O. (3) Given the product [O:36]=[S:2]1(=[O:1])[CH2:3][CH2:4][CH:5]([NH:8][S:9]([C:12]2[S:13][C:14]([C:17]3[CH:22]=[CH:21][N:20]=[C:19]4[NH:23][C:24]([CH3:26])=[CH:25][C:18]=34)=[CH:15][CH:16]=2)(=[O:10])=[O:11])[CH2:6][CH2:7]1, predict the reactants needed to synthesize it. The reactants are: [O:1]=[S:2]1(=[O:36])[CH2:7][CH2:6][CH:5]([NH:8][S:9]([C:12]2[S:13][C:14]([C:17]3[CH:22]=[CH:21][N:20]=[C:19]4[N:23](S(C5C=CC=CC=5)(=O)=O)[C:24]([CH3:26])=[CH:25][C:18]=34)=[CH:15][CH:16]=2)(=[O:11])=[O:10])[CH2:4][CH2:3]1.[OH-].[Na+].CO. (4) Given the product [F:1][C:2]1[C:3]([O:8][CH3:9])=[CH:4][CH:5]=[CH:6][C:7]=1[C:15]([OH:17])=[O:16], predict the reactants needed to synthesize it. The reactants are: [F:1][C:2]1[CH:7]=[CH:6][CH:5]=[CH:4][C:3]=1[O:8][CH3:9].C([Li])CCC.[C:15](=[O:17])=[O:16]. (5) Given the product [F:1][C:2]1[CH:34]=[C:33]([F:35])[CH:32]=[CH:31][C:3]=1[O:4][C:5]1[CH:6]=[CH:7][C:8]2[N:9]([CH:11]=[CH:12][C:13](=[O:30])[C:14]=2[C:15]2[CH:20]=[C:19]([C:21]([N:23]3[CH2:24][CH2:25][CH2:26][CH2:27]3)=[O:22])[CH:18]=[CH:17][C:16]=2[CH2:28][CH3:29])[N:10]=1, predict the reactants needed to synthesize it. The reactants are: [F:1][C:2]1[CH:34]=[C:33]([F:35])[CH:32]=[CH:31][C:3]=1[O:4][C:5]1[CH:6]=[CH:7][C:8]2[N:9]([CH:11]=[CH:12][C:13](=[O:30])[C:14]=2[C:15]2[CH:20]=[C:19]([C:21]([N:23]3[CH2:27][CH2:26][CH2:25][CH2:24]3)=[O:22])[CH:18]=[CH:17][C:16]=2[CH:28]=[CH2:29])[N:10]=1. (6) Given the product [CH3:21][C:22]1([CH3:38])[C:26]([CH3:28])([CH3:27])[O:25][B:24]([C:2]2[C:10]3[C:5](=[CH:6][N:7]=[CH:8][CH:9]=3)[N:4]([S:11]([C:14]3[CH:19]=[CH:18][C:17]([CH3:20])=[CH:16][CH:15]=3)(=[O:13])=[O:12])[CH:3]=2)[O:23]1, predict the reactants needed to synthesize it. The reactants are: Br[C:2]1[C:10]2[C:5](=[CH:6][N:7]=[CH:8][CH:9]=2)[N:4]([S:11]([C:14]2[CH:19]=[CH:18][C:17]([CH3:20])=[CH:16][CH:15]=2)(=[O:13])=[O:12])[CH:3]=1.[CH3:21][C:22]1([CH3:38])[C:26]([CH3:28])([CH3:27])[O:25][B:24]([B:24]2[O:25][C:26]([CH3:28])([CH3:27])[C:22]([CH3:38])([CH3:21])[O:23]2)[O:23]1.C([O-])(=O)C.[K+].COCCOC.ClCCl. (7) Given the product [Cl:3][C:4]1[N:12]=[C:11]2[C:7]([N:8]([CH2:21][O:22][CH2:23][CH2:24][Si:25]([CH3:28])([CH3:27])[CH3:26])[C:9](=[O:19])[N:10]2[CH:13]2[CH2:14][CH2:15][O:16][CH2:17][CH2:18]2)=[CH:6][N:5]=1, predict the reactants needed to synthesize it. The reactants are: [H-].[Na+].[Cl:3][C:4]1[N:12]=[C:11]2[C:7]([NH:8][C:9](=[O:19])[N:10]2[CH:13]2[CH2:18][CH2:17][O:16][CH2:15][CH2:14]2)=[CH:6][N:5]=1.Cl[CH2:21][O:22][CH2:23][CH2:24][Si:25]([CH3:28])([CH3:27])[CH3:26].